Dataset: Forward reaction prediction with 1.9M reactions from USPTO patents (1976-2016). Task: Predict the product of the given reaction. The product is: [Cl:1][C:2]1[CH:3]=[N:4][NH:5][C:6]=1[C:7]1[CH:8]=[C:9]([CH:13]=[CH:14][C:15]=1[CH3:16])[C:10]([N:35]1[CH2:40][CH2:39][CH:38]([C:41]2[CH:48]=[CH:47][C:44]([C:45]#[N:46])=[CH:43][CH:42]=2)[CH2:37][CH2:36]1)=[O:12]. Given the reactants [Cl:1][C:2]1[CH:3]=[N:4][NH:5][C:6]=1[C:7]1[CH:8]=[C:9]([CH:13]=[CH:14][C:15]=1[CH3:16])[C:10]([OH:12])=O.CC1NC(C2C=C(C=CC=2C)C(O)=O)=C(C)N=1.Cl.[NH:35]1[CH2:40][CH2:39][CH:38]([C:41]2[CH:48]=[CH:47][C:44]([C:45]#[N:46])=[CH:43][CH:42]=2)[CH2:37][CH2:36]1.Cl.N1CC(C2C=CC(C#N)=CC=2)C1, predict the reaction product.